From a dataset of Full USPTO retrosynthesis dataset with 1.9M reactions from patents (1976-2016). Predict the reactants needed to synthesize the given product. Given the product [CH3:1][O:2][C:3](=[O:45])[NH:4][C@H:5]([C:10]([NH:12][N:13]([CH2:14][C@:15]([OH:36])([C:23](=[O:35])[NH:24][C@H:25]1[C:33]2[C:28](=[CH:29][CH:30]=[CH:31][CH:32]=2)[CH2:27][C@H:26]1[OH:34])[CH2:16][C:17]1[CH:22]=[CH:21][CH:20]=[CH:19][CH:18]=1)[CH2:37][C:38]1[CH:43]=[CH:42][C:41]([C:53]#[C:52][C:46]2[CH:51]=[CH:50][CH:49]=[CH:48][CH:47]=2)=[CH:40][CH:39]=1)=[O:11])[C:6]([CH3:9])([CH3:8])[CH3:7], predict the reactants needed to synthesize it. The reactants are: [CH3:1][O:2][C:3](=[O:45])[NH:4][C@H:5]([C:10]([NH:12][N:13]([CH2:37][C:38]1[CH:43]=[CH:42][C:41](Br)=[CH:40][CH:39]=1)[CH2:14][C@:15]([OH:36])([C:23](=[O:35])[NH:24][C@H:25]1[C:33]2[C:28](=[CH:29][CH:30]=[CH:31][CH:32]=2)[CH2:27][C@H:26]1[OH:34])[CH2:16][C:17]1[CH:22]=[CH:21][CH:20]=[CH:19][CH:18]=1)=[O:11])[C:6]([CH3:9])([CH3:8])[CH3:7].[C:46]1([C:52]#[CH:53])[CH:51]=[CH:50][CH:49]=[CH:48][CH:47]=1.CCN(CC)CC.CN(C=O)C.